From a dataset of Catalyst prediction with 721,799 reactions and 888 catalyst types from USPTO. Predict which catalyst facilitates the given reaction. Reactant: [CH:1]1([CH2:7][NH:8][C:9]([NH:11][NH:12][C:13](=O)[CH2:14][CH2:15][N:16]2[CH2:21][CH2:20][N:19]([C:22]3[CH:27]=[CH:26][CH:25]=[CH:24][C:23]=3[O:28][CH3:29])[CH2:18][CH2:17]2)=[O:10])[CH2:6][CH2:5][CH2:4][CH2:3][CH2:2]1. Product: [CH:1]1([CH2:7][N:8]2[C:13]([CH2:14][CH2:15][N:16]3[CH2:21][CH2:20][N:19]([C:22]4[CH:27]=[CH:26][CH:25]=[CH:24][C:23]=4[O:28][CH3:29])[CH2:18][CH2:17]3)=[N:12][NH:11][C:9]2=[O:10])[CH2:6][CH2:5][CH2:4][CH2:3][CH2:2]1. The catalyst class is: 74.